From a dataset of NCI-60 drug combinations with 297,098 pairs across 59 cell lines. Regression. Given two drug SMILES strings and cell line genomic features, predict the synergy score measuring deviation from expected non-interaction effect. Drug 1: C1=NC2=C(N=C(N=C2N1C3C(C(C(O3)CO)O)F)Cl)N. Drug 2: CN(CCCl)CCCl.Cl. Cell line: PC-3. Synergy scores: CSS=11.7, Synergy_ZIP=-2.91, Synergy_Bliss=-0.472, Synergy_Loewe=-4.69, Synergy_HSA=-2.49.